Task: Predict the product of the given reaction.. Dataset: Forward reaction prediction with 1.9M reactions from USPTO patents (1976-2016) (1) Given the reactants Cl[C:2]1[N:7]=[C:6]([N:8]2[CH2:13][CH2:12][CH:11]([NH:14][C:15]3[N:31]=[C:18]4[C:19]([C:23]5[CH:28]=[CH:27][C:26]([F:29])=[C:25]([F:30])[CH:24]=5)=[CH:20][CH:21]=[CH:22][N:17]4[N:16]=3)[CH2:10][CH2:9]2)[CH:5]=[CH:4][N:3]=1.[CH3:32][O-:33].[Na+], predict the reaction product. The product is: [F:30][C:25]1[CH:24]=[C:23]([C:19]2[C:18]3[N:17]([N:16]=[C:15]([NH:14][CH:11]4[CH2:12][CH2:13][N:8]([C:6]5[CH:5]=[CH:4][N:3]=[C:2]([O:33][CH3:32])[N:7]=5)[CH2:9][CH2:10]4)[N:31]=3)[CH:22]=[CH:21][CH:20]=2)[CH:28]=[CH:27][C:26]=1[F:29]. (2) Given the reactants [F:1][C:2]1[CH:7]=[CH:6][C:5]([N:8]2[C:16]3[N:15]=[C:14]4[CH2:17][CH2:18][CH2:19][CH:20]5[CH2:27][C:24]6([CH2:26][O:25]6)[CH2:23][CH2:22][C:21]5([CH2:28][C:29]5[CH:34]=[CH:33][CH:32]=[CH:31][N:30]=5)[C:13]4=[CH:12][C:11]=3[CH:10]=[N:9]2)=[CH:4][CH:3]=1.[BH4-].[Na+], predict the reaction product. The product is: [F:1][C:2]1[CH:7]=[CH:6][C:5]([N:8]2[C:16]3[N:15]=[C:14]4[CH2:17][CH2:18][CH2:19][CH:20]5[CH2:27][C:24]([CH3:26])([OH:25])[CH2:23][CH2:22][C:21]5([CH2:28][C:29]5[CH:34]=[CH:33][CH:32]=[CH:31][N:30]=5)[C:13]4=[CH:12][C:11]=3[CH:10]=[N:9]2)=[CH:4][CH:3]=1. (3) Given the reactants [OH:1][CH2:2][CH:3]1[CH2:8][CH2:7][CH2:6][N:5]([C:9]([O:11][C:12]([CH3:15])([CH3:14])[CH3:13])=[O:10])[CH2:4]1.C(N(CC)CC)C.[CH3:23][S:24](Cl)(=[O:26])=[O:25], predict the reaction product. The product is: [CH3:23][S:24]([O:1][CH2:2][CH:3]1[CH2:8][CH2:7][CH2:6][N:5]([C:9]([O:11][C:12]([CH3:15])([CH3:14])[CH3:13])=[O:10])[CH2:4]1)(=[O:26])=[O:25].